Dataset: Full USPTO retrosynthesis dataset with 1.9M reactions from patents (1976-2016). Task: Predict the reactants needed to synthesize the given product. (1) Given the product [I:1][C:2]1[CH:3]=[N:4][N:5]([CH2:14][O:15][CH2:16][CH2:17][Si:18]([CH3:21])([CH3:20])[CH3:19])[CH:6]=1, predict the reactants needed to synthesize it. The reactants are: [I:1][C:2]1[CH:3]=[N:4][NH:5][CH:6]=1.CC(C)([O-])C.[Na+].Cl[CH2:14][O:15][CH2:16][CH2:17][Si:18]([CH3:21])([CH3:20])[CH3:19].O. (2) Given the product [ClH:38].[CH2:1]([O:8][C:9]1[CH:14]=[CH:13][N:12]([C:15]2[CH:36]=[CH:35][C:18]3[C:19]4[CH:26]5[NH:27][CH:23]([CH2:24][CH2:25]5)[CH2:22][C:20]=4[O:21][C:17]=3[CH:16]=2)[C:11](=[O:37])[CH:10]=1)[C:2]1[CH:7]=[CH:6][CH:5]=[CH:4][CH:3]=1, predict the reactants needed to synthesize it. The reactants are: [CH2:1]([O:8][C:9]1[CH:14]=[CH:13][N:12]([C:15]2[CH:36]=[CH:35][C:18]3[C:19]4[CH:26]5[N:27](C(OC(C)(C)C)=O)[CH:23]([CH2:24][CH2:25]5)[CH2:22][C:20]=4[O:21][C:17]=3[CH:16]=2)[C:11](=[O:37])[CH:10]=1)[C:2]1[CH:7]=[CH:6][CH:5]=[CH:4][CH:3]=1.[ClH:38]. (3) Given the product [C:38]1([S:35]([N:31]2[C:32]3[C:28](=[CH:27][C:26]([NH:25][C:8]4[C:17]5[C:12](=[CH:13][CH:14]=[C:15]([CH:18]=[CH:19][CH2:20][O:21][C:22](=[O:24])[CH3:23])[CH:16]=5)[N:11]=[CH:10][N:9]=4)=[CH:34][CH:33]=3)[CH:29]=[CH:30]2)(=[O:36])=[O:37])[CH:39]=[CH:40][CH:41]=[CH:42][CH:43]=1, predict the reactants needed to synthesize it. The reactants are: O([C:8]1[C:17]2[C:12](=[CH:13][CH:14]=[C:15]([CH:18]=[CH:19][CH2:20][O:21][C:22](=[O:24])[CH3:23])[CH:16]=2)[N:11]=[CH:10][N:9]=1)C1C=CC=CC=1.[NH2:25][C:26]1[CH:27]=[C:28]2[C:32](=[CH:33][CH:34]=1)[N:31]([S:35]([C:38]1[CH:43]=[CH:42][CH:41]=[CH:40][CH:39]=1)(=[O:37])=[O:36])[CH:30]=[CH:29]2. (4) Given the product [O:7]([CH2:19][C:20]1[CH:21]=[C:22]([CH:25]=[CH:26][C:27]=1[O:28][CH2:29][C:30]1[CH:35]=[CH:34][CH:33]=[CH:32][CH:31]=1)[CH:23]=[O:24])[C:1]1[CH:6]=[CH:5][CH:4]=[CH:3][CH:2]=1, predict the reactants needed to synthesize it. The reactants are: [C:1]1([OH:7])[CH:6]=[CH:5][CH:4]=[CH:3][CH:2]=1.C(=O)([O-])[O-].[Cs+].[Cs+].CS(O[CH2:19][C:20]1[CH:21]=[C:22]([CH:25]=[CH:26][C:27]=1[O:28][CH2:29][C:30]1[CH:35]=[CH:34][CH:33]=[CH:32][CH:31]=1)[CH:23]=[O:24])(=O)=O. (5) The reactants are: [Cl:1][C:2]1[CH:11]=[CH:10][C:9]2[C:4](=[CH:5][CH:6]=[C:7]([Cl:22])[C:8]=2[NH:12][C:13](=[O:21])[CH2:14][CH:15]2[CH2:20][CH2:19][CH2:18][CH2:17][CH2:16]2)[N:3]=1.CC(OC(=O)[N:29]([CH2:33][CH3:34])[CH2:30][CH:31]=[CH2:32])(C)C. Given the product [ClH:1].[ClH:1].[Cl:22][C:7]1[C:8]([NH:12][C:13](=[O:21])[CH2:14][CH:15]2[CH2:20][CH2:19][CH2:18][CH2:17][CH2:16]2)=[C:9]2[C:4](=[CH:5][CH:6]=1)[N:3]=[C:2]([CH2:32][CH2:31][CH2:30][NH:29][CH2:33][CH3:34])[CH:11]=[CH:10]2, predict the reactants needed to synthesize it.